From a dataset of NCI-60 drug combinations with 297,098 pairs across 59 cell lines. Regression. Given two drug SMILES strings and cell line genomic features, predict the synergy score measuring deviation from expected non-interaction effect. (1) Drug 1: C1C(C(OC1N2C=C(C(=O)NC2=O)F)CO)O. Drug 2: C(CCl)NC(=O)N(CCCl)N=O. Cell line: HT29. Synergy scores: CSS=25.7, Synergy_ZIP=-2.14, Synergy_Bliss=3.46, Synergy_Loewe=-12.4, Synergy_HSA=3.10. (2) Drug 1: C1=CC(=CC=C1C#N)C(C2=CC=C(C=C2)C#N)N3C=NC=N3. Drug 2: C1=NC2=C(N=C(N=C2N1C3C(C(C(O3)CO)O)F)Cl)N. Cell line: DU-145. Synergy scores: CSS=-10.3, Synergy_ZIP=1.66, Synergy_Bliss=-4.56, Synergy_Loewe=-12.0, Synergy_HSA=-10.1. (3) Drug 1: CS(=O)(=O)CCNCC1=CC=C(O1)C2=CC3=C(C=C2)N=CN=C3NC4=CC(=C(C=C4)OCC5=CC(=CC=C5)F)Cl. Drug 2: CC(C)(C#N)C1=CC(=CC(=C1)CN2C=NC=N2)C(C)(C)C#N. Cell line: SK-OV-3. Synergy scores: CSS=2.47, Synergy_ZIP=-0.105, Synergy_Bliss=1.72, Synergy_Loewe=-4.02, Synergy_HSA=-4.23. (4) Drug 1: C1=CC(=CC=C1C#N)C(C2=CC=C(C=C2)C#N)N3C=NC=N3. Drug 2: CC1C(C(CC(O1)OC2CC(CC3=C2C(=C4C(=C3O)C(=O)C5=CC=CC=C5C4=O)O)(C(=O)C)O)N)O. Cell line: RXF 393. Synergy scores: CSS=57.0, Synergy_ZIP=2.27, Synergy_Bliss=1.94, Synergy_Loewe=-20.1, Synergy_HSA=3.79. (5) Drug 1: C1CN1P(=S)(N2CC2)N3CC3. Drug 2: CNC(=O)C1=NC=CC(=C1)OC2=CC=C(C=C2)NC(=O)NC3=CC(=C(C=C3)Cl)C(F)(F)F. Cell line: NCI-H522. Synergy scores: CSS=14.0, Synergy_ZIP=-6.47, Synergy_Bliss=-6.41, Synergy_Loewe=-4.78, Synergy_HSA=-2.37. (6) Drug 1: CC1OCC2C(O1)C(C(C(O2)OC3C4COC(=O)C4C(C5=CC6=C(C=C35)OCO6)C7=CC(=C(C(=C7)OC)O)OC)O)O. Drug 2: C1=CC=C(C=C1)NC(=O)CCCCCCC(=O)NO. Cell line: HT29. Synergy scores: CSS=28.4, Synergy_ZIP=0.258, Synergy_Bliss=2.85, Synergy_Loewe=2.29, Synergy_HSA=3.93. (7) Synergy scores: CSS=40.6, Synergy_ZIP=-2.35, Synergy_Bliss=-2.66, Synergy_Loewe=7.09, Synergy_HSA=8.27. Drug 1: C1CC(C1)(C2=CC=C(C=C2)C3=C(C=C4C(=N3)C=CN5C4=NNC5=O)C6=CC=CC=C6)N. Drug 2: CC1=C(C(=CC=C1)Cl)NC(=O)C2=CN=C(S2)NC3=CC(=NC(=N3)C)N4CCN(CC4)CCO. Cell line: T-47D.